This data is from Reaction yield outcomes from USPTO patents with 853,638 reactions. The task is: Predict the reaction yield, written as a fraction of the theoretical maximum amount of product (1.0 means a 100% yield; for example, 0.34 means a 34% yield). (1) The reactants are [CH3:1][C:2]1[CH:8]=[CH:7][C:6]([CH3:9])=[CH:5][C:3]=1[NH2:4].[C:10](OC(=O)C)(=[O:12])[CH3:11].CO. The catalyst is O1CCCC1. The product is [CH3:9][C:6]1[CH:7]=[CH:8][C:2]([CH3:1])=[C:3]([NH:4][C:10]([CH3:11])=[O:12])[CH:5]=1. The yield is 0.990. (2) The product is [Br:1][C:2]1[CH:7]=[CH:6][C:5]([C:8](=[O:10])[CH2:9][C:21](=[O:25])[CH:22]([CH3:24])[CH3:23])=[CH:4][CH:3]=1. The catalyst is C1COCC1. The reactants are [Br:1][C:2]1[CH:7]=[CH:6][C:5]([C:8](=[O:10])[CH3:9])=[CH:4][CH:3]=1.[Li+].C[Si]([N-][Si](C)(C)C)(C)C.[C:21](Cl)(=[O:25])[CH:22]([CH3:24])[CH3:23]. The yield is 0.680. (3) The reactants are [NH:1]1[C:11]2[C:6](=[CH:7][CH:8]=[CH:9][CH:10]=2)[C:4](=[O:5])[C:2]1=[O:3].Br[CH2:13][C:14]1[O:15][C:16]([C:19]([F:22])([F:21])[F:20])=[CH:17][CH:18]=1.C(=O)([O-])[O-].[K+].[K+]. The catalyst is CN(C)C=O. The product is [F:20][C:19]([F:22])([F:21])[C:16]1[O:15][C:14]([CH2:13][N:1]2[C:11]3[C:6](=[CH:7][CH:8]=[CH:9][CH:10]=3)[C:4](=[O:5])[C:2]2=[O:3])=[CH:18][CH:17]=1. The yield is 1.00. (4) The reactants are [CH2:1]([O:3][C:4](=[O:27])[CH2:5][N:6]1[C:14]2[C:9](=[C:10]([Br:15])[CH:11]=[CH:12][CH:13]=2)[C:8]([C:17]2[CH:22]=[C:21]([F:23])[C:20]([F:24])=[CH:19][C:18]=2[OH:25])(O)[C:7]1=[O:26])[CH3:2].C([SiH](CC)CC)C.FC(F)(F)C(O)=O. The catalyst is C(OCC)(=O)C. The product is [CH2:1]([O:3][C:4](=[O:27])[CH2:5][N:6]1[C:14]2[C:9](=[C:10]([Br:15])[CH:11]=[CH:12][CH:13]=2)[CH:8]([C:17]2[CH:22]=[C:21]([F:23])[C:20]([F:24])=[CH:19][C:18]=2[OH:25])[C:7]1=[O:26])[CH3:2]. The yield is 0.430.